Dataset: Full USPTO retrosynthesis dataset with 1.9M reactions from patents (1976-2016). Task: Predict the reactants needed to synthesize the given product. (1) The reactants are: Cl.[OH:2][CH:3]1[CH2:8][CH2:7][CH2:6][NH:5][CH2:4]1.[OH-].[Na+].[C:11](=O)([O:17]C(C)(C)C)[O:12][C:13]([CH3:16])([CH3:15])[CH3:14]. Given the product [C:13]([O:12][C:11]([N:5]1[CH2:6][CH2:7][CH2:8][CH:3]([OH:2])[CH2:4]1)=[O:17])([CH3:16])([CH3:15])[CH3:14], predict the reactants needed to synthesize it. (2) Given the product [CH2:1]([N:3]1[CH2:8][CH2:7][N:6]([CH2:9][C:10]2[CH:35]=[CH:34][C:13]([C:14]([NH:16][C:17]3[CH:22]=[CH:21][CH:20]=[C:19]([NH:23][C:24]4[CH:32]=[C:31]5[C:27]([C:28](=[CH:45][C:41]6[NH:40][CH:44]=[CH:43][CH:42]=6)[C:29](=[O:33])[NH:30]5)=[CH:26][CH:25]=4)[CH:18]=3)=[O:15])=[CH:12][C:11]=2[C:36]([F:38])([F:39])[F:37])[CH2:5][CH2:4]1)[CH3:2], predict the reactants needed to synthesize it. The reactants are: [CH2:1]([N:3]1[CH2:8][CH2:7][N:6]([CH2:9][C:10]2[CH:35]=[CH:34][C:13]([C:14]([NH:16][C:17]3[CH:22]=[CH:21][CH:20]=[C:19]([NH:23][C:24]4[CH:32]=[C:31]5[C:27]([CH2:28][C:29](=[O:33])[NH:30]5)=[CH:26][CH:25]=4)[CH:18]=3)=[O:15])=[CH:12][C:11]=2[C:36]([F:39])([F:38])[F:37])[CH2:5][CH2:4]1)[CH3:2].[NH:40]1[CH:44]=[CH:43][CH:42]=[C:41]1[CH:45]=O.N1CCCCC1.